This data is from Forward reaction prediction with 1.9M reactions from USPTO patents (1976-2016). The task is: Predict the product of the given reaction. (1) Given the reactants F[C:2]1[CH:7]=[CH:6][C:5]([CH:8]([NH:10][C:11](=[O:17])[O:12][C:13]([CH3:16])([CH3:15])[CH3:14])[CH3:9])=[CH:4][C:3]=1[N+:18]([O-:20])=[O:19].[NH4+:21].[OH-].CCOC(C)=O.O, predict the reaction product. The product is: [NH2:21][C:2]1[CH:7]=[CH:6][C:5]([CH:8]([NH:10][C:11](=[O:17])[O:12][C:13]([CH3:16])([CH3:15])[CH3:14])[CH3:9])=[CH:4][C:3]=1[N+:18]([O-:20])=[O:19]. (2) Given the reactants [C:1](=[O:34])(OC1C=CC([N+]([O-])=O)=CC=1)[O:2][C@H:3]1[C:17](=[O:18])[N:16]([CH2:19][C:20]([F:23])([F:22])[F:21])[CH2:15][C:6]2[C:7]3[CH:8]=[N:9][NH:10][C:11]=3[C:12]([Cl:14])=[CH:13][C:5]=2[CH2:4]1.[NH:35]1[CH2:40][CH2:39][CH:38]([N:41]2[CH2:47][CH2:46][C:45]3[CH:48]=[CH:49][CH:50]=[CH:51][C:44]=3[NH:43][C:42]2=[O:52])[CH2:37][CH2:36]1, predict the reaction product. The product is: [O:52]=[C:42]1[NH:43][C:44]2[CH:51]=[CH:50][CH:49]=[CH:48][C:45]=2[CH2:46][CH2:47][N:41]1[CH:38]1[CH2:39][CH2:40][N:35]([C:1]([O:2][C@H:3]2[C:17](=[O:18])[N:16]([CH2:19][C:20]([F:23])([F:22])[F:21])[CH2:15][C:6]3[C:7]4[CH:8]=[N:9][NH:10][C:11]=4[C:12]([Cl:14])=[CH:13][C:5]=3[CH2:4]2)=[O:34])[CH2:36][CH2:37]1. (3) Given the reactants Br[C:2]1[CH:3]=[CH:4][C:5]([O:8][C:9]2[CH:14]=[CH:13][CH:12]=[CH:11][CH:10]=2)=[N:6][CH:7]=1.C([Li])CCC.CN(C)[CH:22]=[O:23], predict the reaction product. The product is: [O:8]([C:5]1[N:6]=[CH:7][C:2]([CH:22]=[O:23])=[CH:3][CH:4]=1)[C:9]1[CH:14]=[CH:13][CH:12]=[CH:11][CH:10]=1. (4) Given the reactants [CH:1]1([NH2:4])[CH2:3][CH2:2]1.[CH3:5][C:6]([C:8]1[CH:13]=[CH:12][CH:11]=[C:10]([Br:14])[CH:9]=1)=O.[BH4-].[Na+].[C:17](O[C:17]([O:19][C:20]([CH3:23])([CH3:22])[CH3:21])=[O:18])([O:19][C:20]([CH3:23])([CH3:22])[CH3:21])=[O:18].C(O)(=O)CC(CC(O)=O)(C(O)=O)O, predict the reaction product. The product is: [Br:14][C:10]1[CH:9]=[C:8]([CH:6]([N:4]([CH:1]2[CH2:3][CH2:2]2)[C:17](=[O:18])[O:19][C:20]([CH3:23])([CH3:22])[CH3:21])[CH3:5])[CH:13]=[CH:12][CH:11]=1. (5) The product is: [Cl:19][C:6]1[CH:5]=[CH:4][C:3]([C:11]2[S:12][CH:13]=[C:14]([C:16]([OH:18])=[O:17])[N:15]=2)=[C:2]([F:1])[CH:7]=1. Given the reactants [F:1][C:2]1[CH:7]=[C:6](OC)[CH:5]=[C:4](F)[C:3]=1[C:11]1[S:12][CH:13]=[C:14]([C:16]([OH:18])=[O:17])[N:15]=1.[Cl:19]C1C=CC(B(O)O)=C(F)C=1, predict the reaction product. (6) The product is: [N:1]1([C:7]2[N:8]=[C:9]3[N:17]([C:31]4[CH:36]=[CH:35][CH:34]=[CH:33][CH:32]=4)[C@H:16]([C:18]([F:20])([F:21])[F:19])[CH2:15][CH2:14][N:10]3[C:11](=[O:13])[CH:12]=2)[CH2:6][CH2:5][O:4][CH2:3][CH2:2]1. Given the reactants [N:1]1([C:7]2[N:8]=[C:9]3[NH:17][C@H:16]([C:18]([F:21])([F:20])[F:19])[CH2:15][CH2:14][N:10]3[C:11](=[O:13])[CH:12]=2)[CH2:6][CH2:5][O:4][CH2:3][CH2:2]1.P([O-])([O-])([O-])=O.[K+].[K+].[K+].I[C:31]1[CH:36]=[CH:35][CH:34]=[CH:33][CH:32]=1, predict the reaction product. (7) Given the reactants [NH2:1][C@H:2]1[CH2:10][O:9][CH2:8][C@H:7]([O:11][CH2:12][C:13]2[CH:18]=[CH:17][CH:16]=[CH:15][CH:14]=2)[C@@H:6]([O:19][CH2:20][C:21]2[CH:26]=[CH:25][CH:24]=[CH:23][CH:22]=2)[CH2:5][O:4][C:3]1=[O:27].[OH:28][C:29]1[C:30]([C:37](O)=[O:38])=[N:31][CH:32]=[CH:33][C:34]=1[O:35][CH3:36].CN(C(ON1N=NC2C=CC=NC1=2)=[N+](C)C)C.F[P-](F)(F)(F)(F)F.CN1CCOCC1, predict the reaction product. The product is: [CH2:12]([O:11][C@@H:7]1[C@@H:6]([O:19][CH2:20][C:21]2[CH:26]=[CH:25][CH:24]=[CH:23][CH:22]=2)[CH2:5][O:4][C:3](=[O:27])[C@@H:2]([NH:1][C:37](=[O:38])[C:30]2[C:29]([OH:28])=[C:34]([O:35][CH3:36])[CH:33]=[CH:32][N:31]=2)[CH2:10][O:9][CH2:8]1)[C:13]1[CH:18]=[CH:17][CH:16]=[CH:15][CH:14]=1. (8) Given the reactants [Br:1][C:2]1[CH:3]=[C:4]2[C:11]3([C:15](=[O:16])[N:14]([CH3:17])[C:13](SC)=[N:12]3)[CH2:10][CH:9]([C:20]3[CH:25]=[CH:24][CH:23]=[CH:22][CH:21]=3)[O:8][C:5]2=[CH:6][CH:7]=1.[NH4+:26].[I-].N.CCO, predict the reaction product. The product is: [NH2:26][C:13]1[N:14]([CH3:17])[C:15](=[O:16])[C:11]2([C:4]3[C:5](=[CH:6][CH:7]=[C:2]([Br:1])[CH:3]=3)[O:8][CH:9]([C:20]3[CH:25]=[CH:24][CH:23]=[CH:22][CH:21]=3)[CH2:10]2)[N:12]=1.